The task is: Predict which catalyst facilitates the given reaction.. This data is from Catalyst prediction with 721,799 reactions and 888 catalyst types from USPTO. Reactant: [CH:1]1([C:7]2[C:15]3[C:10](=[CH:11][C:12]([C:16]([O:18]C)=[O:17])=[CH:13][CH:14]=3)[CH:9]([CH2:20][CH2:21][C:22](=[O:35])[N:23]3[CH2:28][CH2:27][CH:26]([N:29]4[CH2:33][CH2:32][CH2:31][C:30]4=[O:34])[CH2:25][CH2:24]3)[C:8]=2[C:36]2[CH:41]=[CH:40][CH:39]=[CH:38][CH:37]=2)[CH2:6][CH2:5][CH2:4][CH2:3][CH2:2]1.CO.[OH-].[Na+].Cl. Product: [CH:1]1([C:7]2[C:15]3[C:10](=[CH:11][C:12]([C:16]([OH:18])=[O:17])=[CH:13][CH:14]=3)[CH:9]([CH2:20][CH2:21][C:22](=[O:35])[N:23]3[CH2:24][CH2:25][CH:26]([N:29]4[CH2:33][CH2:32][CH2:31][C:30]4=[O:34])[CH2:27][CH2:28]3)[C:8]=2[C:36]2[CH:37]=[CH:38][CH:39]=[CH:40][CH:41]=2)[CH2:2][CH2:3][CH2:4][CH2:5][CH2:6]1. The catalyst class is: 1.